From a dataset of Experimentally validated miRNA-target interactions with 360,000+ pairs, plus equal number of negative samples. Binary Classification. Given a miRNA mature sequence and a target amino acid sequence, predict their likelihood of interaction. (1) The protein sequence of the target gene is MSGGTPYIGSKISLISKAEIRYEGILYTIDTENSTVALAKVRSFGTEDRPTDRPIPPRDEVFEYIIFRGSDIKDLTVCEPPKPQCSLPQDPAIVQSSLGSSTSSFQSMGSYGPFGRMPTYSQFSPSSLVGQQFGAVGVAGSSLTSFGTETSNSGTLPQSSAVGSAFTQDTRSLKTQLSQGRSSPQLDPLRKSPTMEQAVQTASAHLPAPAAVGRRSPVSTRPLPSASQKAGENQEHRRAEVHKVSRPENEQLRNDNKRQVAPGAPSAPRRGRGGHRGGRGRFGIRRDGPMKFEKDFDFES.... Result: 1 (interaction). The miRNA is hsa-miR-493-5p with sequence UUGUACAUGGUAGGCUUUCAUU. (2) The miRNA is hsa-miR-6735-5p with sequence CAGGGCAGAGGGCACAGGAAUCUGA. The protein sequence of the target gene is MEELSQALASSFSVSQDLNSTAAPHPRLSQYKSKYSSLEQSERRRRLLELQKSKRLDYVNHARRLAEDDWTGMESEEENKKDDEEMDIDTVKKLPKHYANQLMLSEWLIDVPSDLGQEWIVVVCPVGKRALIVASRGSTSAYTKSGYCVNRFSSLLPGGNRRNSTAKDYTILDCIYNEVNQTYYVLDVMCWRGHPFYDCQTDFRFYWMHSKLPEEEGLGEKTKLNPFKFVGLKNFPCTPESLCDVLSMDFPFEVDGLLFYHKQTHYSPGSTPLVGWLRPYMVSDVLGVAVPAGPLTTKPD.... Result: 0 (no interaction). (3) The miRNA is mmu-miR-132-3p with sequence UAACAGUCUACAGCCAUGGUCG. The protein sequence of the target gene is MDQSVAIQETLAEGEYCVIAVQGVLCEGDSRQSRLLGLVRYRLEHGGQEHALFLYTHRRMAITGDDVSLDQIVPVSRDFTLEEVSPDGELYILGSDVTVQLDTAELSLVFQLPFGSQTRMFLHEVARACPGFDSATRDPEFLWLSRYRCAELELEMPTPRGCNSALVTWPGYATIGGGRYPSRKKRWGLEEARPQGAGSVLFWGGAMEKTGFRLMERAHGGGFVWGRSARDGRRDEELEEAGREMSAAAGSRERNTAGGSNFDGLRPNGKGVPMDQSSRGQDKPESLQPRQNKSKSEITD.... Result: 0 (no interaction). (4) The miRNA is hsa-miR-548bb-5p with sequence AAAAGUAACUAUGGUUUUUGCC. The protein sequence of the target gene is MDTPPLSDSESESDESLVTDRELQDAFSRGLLKPGLNVVLEGPKKAVNDVNGLKQCLAEFKRDLEWVERLDVTLGPVPEIGGSEAPAPQNKDQKAVDPEDDFQREMSFYRQAQAAVLAVLPRLHQLKVPTKRPTDYFAEMAKSDLQMQKIRQKLQTKQAAMERSEKAKQLRALRKYGKKVQTEVLQKRQQEKAHMMNAIKKYQKGFSDKLDFLEGDQKPLAQRKKAGAKGQQMRKGPSAKRRYKNQKFGFGGKKKGSKWNTRESYDDVSSFRAKTAHGRGLKRPGKKGSNKRPGKRTREK.... Result: 1 (interaction).